The task is: Predict the reaction yield, written as a fraction of the theoretical maximum amount of product (1.0 means a 100% yield; for example, 0.34 means a 34% yield).. This data is from Reaction yield outcomes from USPTO patents with 853,638 reactions. (1) The reactants are O.ON1C2C=CC=CC=2N=N1.Cl.CN(C)CCCN=C=NCC.[N:24]1([C:29]2[CH:37]=[CH:36][C:32]([C:33]([OH:35])=O)=[CH:31][CH:30]=2)[CH:28]=[CH:27][N:26]=[CH:25]1.[NH2:38][C:39]1[CH:40]=[CH:41][C:42]([O:45][C:46](=[O:55])[N:47]([CH3:54])[C:48]2[CH:53]=[CH:52][CH:51]=[CH:50][CH:49]=2)=[N:43][CH:44]=1.C(N(C(C)C)C(C)C)C. The catalyst is CN(C)C=O. The product is [N:24]1([C:29]2[CH:30]=[CH:31][C:32]([C:33]([NH:38][C:39]3[CH:40]=[CH:41][C:42]([O:45][C:46](=[O:55])[N:47]([CH3:54])[C:48]4[CH:53]=[CH:52][CH:51]=[CH:50][CH:49]=4)=[N:43][CH:44]=3)=[O:35])=[CH:36][CH:37]=2)[CH:28]=[CH:27][N:26]=[CH:25]1. The yield is 0.500. (2) The reactants are [O-]CC.[Na+].[Na].[C:6]([O:14]CC)(=O)[CH2:7][C:8]([O:10]CC)=O.[NH:17]1[CH:21]=[CH:20][C:19]([NH2:22])=[N:18]1. The catalyst is CCO. The product is [N:17]1[N:18]2[C:8](=[O:10])[CH2:7][C:6](=[O:14])[NH:22][C:19]2=[CH:20][CH:21]=1. The yield is 0.710. (3) The reactants are C([O:3][C:4]([C:6]1[C:7]([C:11]([F:14])([F:13])[F:12])=[N:8][O:9][CH:10]=1)=[O:5])C.Cl.O. The catalyst is C(O)(=O)C. The product is [F:14][C:11]([F:12])([F:13])[C:7]1[C:6]([C:4]([OH:5])=[O:3])=[CH:10][O:9][N:8]=1. The yield is 0.0800. (4) The reactants are [C:1]1([CH2:7][OH:8])[CH2:6][CH2:5][CH2:4][CH2:3][CH:2]=1.[H-].[Na+].Cl[CH2:12][C:13]1[CH:18]=[CH:17][C:16]([O:19][CH3:20])=[CH:15][CH:14]=1. The catalyst is CN(C)C=O. The product is [C:1]1([CH2:7][O:8][CH2:12][C:13]2[CH:18]=[CH:17][C:16]([O:19][CH3:20])=[CH:15][CH:14]=2)[CH2:6][CH2:5][CH2:4][CH2:3][CH:2]=1. The yield is 0.680. (5) The reactants are Br[C:2]1[C:3]2[N:10]([CH2:11][CH3:12])[C:9]([C:13]3[C:14]([NH2:18])=[N:15][O:16][N:17]=3)=[N:8][C:4]=2[CH:5]=[N:6][CH:7]=1.C1(P(C2C=CC=CC=2)C2C=CC3C(=CC=CC=3)C=2C2C3C(=CC=CC=3)C=CC=2P(C2C=CC=CC=2)C2C=CC=CC=2)C=CC=CC=1.[CH3:65][O:66][C:67]1[CH:72]=[CH:71][C:70]([SH:73])=[CH:69][CH:68]=1.CC(C)([O-])C.[Na+]. The catalyst is O1CCOCC1.C1(C)C=CC=CC=1.C(OCC)(=O)C.CO. The product is [CH2:11]([N:10]1[C:3]2[C:2]([S:73][C:70]3[CH:71]=[CH:72][C:67]([O:66][CH3:65])=[CH:68][CH:69]=3)=[CH:7][N:6]=[CH:5][C:4]=2[N:8]=[C:9]1[C:13]1[C:14]([NH2:18])=[N:15][O:16][N:17]=1)[CH3:12]. The yield is 0.560. (6) The reactants are [C:1]([O:5][C:6]([NH:8][C:9]1[CH:10]=[C:11]([C:15]([NH:17][C:18]2[N:19]=[C:20]([C:24]([O:26]C)=[O:25])[N:21]([CH3:23])[CH:22]=2)=[O:16])[N:12]([CH3:14])[CH:13]=1)=[O:7])([CH3:4])([CH3:3])[CH3:2].[Li+].[OH-]. The catalyst is CC(N(C)C)=O.O. The product is [C:1]([O:5][C:6]([NH:8][C:9]1[CH:10]=[C:11]([C:15]([NH:17][C:18]2[N:19]=[C:20]([C:24]([OH:26])=[O:25])[N:21]([CH3:23])[CH:22]=2)=[O:16])[N:12]([CH3:14])[CH:13]=1)=[O:7])([CH3:4])([CH3:2])[CH3:3]. The yield is 0.750. (7) The reactants are [F:1][C:2]1[CH:7]=[CH:6][C:5]([C:8]2[O:9][C:10]3[CH:20]=[CH:19][C:18]([C:21]4[CH:26]=[CH:25][CH:24]=[C:23]([C:27](=[O:38])[NH:28][C:29]([C:32]5[CH:37]=[CH:36][CH:35]=[CH:34][CH:33]=5)([CH3:31])[CH3:30])[CH:22]=4)=[C:17]([N+:39]([O-])=O)[C:11]=3[C:12]=2[C:13]([NH:15][CH3:16])=[O:14])=[CH:4][CH:3]=1. The catalyst is C(O)C.CC(O)=O.CCOC(C)=O.[Fe]. The product is [NH2:39][C:17]1[C:11]2[C:12]([C:13]([NH:15][CH3:16])=[O:14])=[C:8]([C:5]3[CH:6]=[CH:7][C:2]([F:1])=[CH:3][CH:4]=3)[O:9][C:10]=2[CH:20]=[CH:19][C:18]=1[C:21]1[CH:26]=[CH:25][CH:24]=[C:23]([C:27](=[O:38])[NH:28][C:29]([C:32]2[CH:33]=[CH:34][CH:35]=[CH:36][CH:37]=2)([CH3:31])[CH3:30])[CH:22]=1. The yield is 0.560.